This data is from Catalyst prediction with 721,799 reactions and 888 catalyst types from USPTO. The task is: Predict which catalyst facilitates the given reaction. (1) Reactant: [C:1]([C:5]1[CH:13]=[CH:12][C:11]2[NH:10][C:9]3[CH2:14][CH2:15][N:16]([CH3:18])[CH2:17][C:8]=3[C:7]=2[CH:6]=1)([CH3:4])([CH3:3])[CH3:2].[OH-].[K+].F[C:22](F)(F)[C:23]1[CH:28]=[CH:27][C:26]([CH:29]=[CH2:30])=[CH:25][N:24]=1.O. Product: [C:1]([C:5]1[CH:13]=[CH:12][C:11]2[N:10]([CH2:30][CH2:29][C:26]3[CH:25]=[N:24][C:23]([CH3:22])=[CH:28][CH:27]=3)[C:9]3[CH2:14][CH2:15][N:16]([CH3:18])[CH2:17][C:8]=3[C:7]=2[CH:6]=1)([CH3:4])([CH3:2])[CH3:3]. The catalyst class is: 37. (2) Reactant: FC(F)(F)C(O)=O.C(OC([NH:15][C@H:16]([C:45]([O:47][CH3:48])=[O:46])[CH2:17][CH2:18][CH2:19][CH2:20][NH:21][C:22]([C:24]1[N:28]2[CH:29]=[C:30]([CH3:43])[CH:31]=[C:32]([O:33][CH2:34][C:35]3[C:40]([F:41])=[CH:39][CH:38]=[CH:37][C:36]=3[F:42])[C:27]2=[N:26][C:25]=1[CH3:44])=[O:23])=O)(C)(C)C.Cl. Product: [F:42][C:36]1[CH:37]=[CH:38][CH:39]=[C:40]([F:41])[C:35]=1[CH2:34][O:33][C:32]1[C:27]2[N:28]([C:24]([C:22]([NH:21][CH2:20][CH2:19][CH2:18][CH2:17][C@@H:16]([C:45]([O:47][CH3:48])=[O:46])[NH2:15])=[O:23])=[C:25]([CH3:44])[N:26]=2)[CH:29]=[C:30]([CH3:43])[CH:31]=1. The catalyst class is: 27. (3) Reactant: [CH3:1][CH:2]([CH2:4][O:5][C:6]([C:8]1[C:13]([C:14]([OH:16])=[O:15])=[CH:12][CH:11]=[CH:10][CH:9]=1)=[O:7])[CH3:3].C(Cl)(Cl)=O.[OH:21][C:22]1[CH:27]=[CH:26][C:25]([C:28]([C:31]2[CH:36]=[CH:35][C:34]([OH:37])=[CH:33][CH:32]=2)([CH3:30])[CH3:29])=[CH:24][CH:23]=1.C(N(CC)CC)C.C(C1C=CC(O)=CC=1)(C1C=CC=CC=1)(C)C. Product: [CH3:3][CH:2]([CH2:4][O:5][C:6]([C:8]1[C:13]([C:14]([OH:16])=[O:15])=[CH:12][CH:11]=[CH:10][CH:9]=1)=[O:7])[CH3:1].[CH3:3][CH:2]([CH2:4][O:5][C:6]([C:8]1[C:13]([C:14]([OH:16])=[O:15])=[CH:12][CH:11]=[CH:10][CH:9]=1)=[O:7])[CH3:1].[CH3:30][C:28]([C:25]1[CH:24]=[CH:23][C:22]([OH:21])=[CH:27][CH:26]=1)([C:31]1[CH:36]=[CH:35][C:34]([OH:37])=[CH:33][CH:32]=1)[CH3:29]. The catalyst class is: 232. (4) Reactant: [NH2:1][C:2]1[CH:3]=[CH:4][C:5]([O:28][CH3:29])=[C:6]([NH:8][C:9]2[N:14]=[C:13]([N:15]([CH3:26])[C:16]3[CH:25]=[CH:24][CH:23]=[CH:22][C:17]=3[C:18]([NH:20][CH3:21])=[O:19])[C:12]([Cl:27])=[CH:11][N:10]=2)[CH:7]=1.CCN(C(C)C)C(C)C.[C:39](Cl)(=[O:42])[CH:40]=[CH2:41]. Product: [C:39]([NH:1][C:2]1[CH:3]=[CH:4][C:5]([O:28][CH3:29])=[C:6]([NH:8][C:9]2[N:14]=[C:13]([N:15]([CH3:26])[C:16]3[CH:25]=[CH:24][CH:23]=[CH:22][C:17]=3[C:18]([NH:20][CH3:21])=[O:19])[C:12]([Cl:27])=[CH:11][N:10]=2)[CH:7]=1)(=[O:42])[CH:40]=[CH2:41]. The catalyst class is: 2.